This data is from Tyrosyl-DNA phosphodiesterase HTS with 341,365 compounds. The task is: Binary Classification. Given a drug SMILES string, predict its activity (active/inactive) in a high-throughput screening assay against a specified biological target. (1) The molecule is S(c1n(c(nn1)CNc1c(cc(cc1)C)C)CC)CC(=O)N(c1ccccc1)CC(OCC)=O. The result is 0 (inactive). (2) The compound is Brc1cc(CSc2oc(nn2)c2ccncc2)ccc1. The result is 0 (inactive). (3) The drug is S(=O)(=O)(c1cc(ccc1)C(Oc1ccccc1)=O)C. The result is 0 (inactive). (4) The molecule is Brc1ccc(N2C(C(=C(O)C2=O)C(=O)C)c2ccc(F)cc2)nc1. The result is 0 (inactive).